This data is from Catalyst prediction with 721,799 reactions and 888 catalyst types from USPTO. The task is: Predict which catalyst facilitates the given reaction. Reactant: [Br:1][CH2:2][C:3]([C:5]1[C:6](=[O:16])[O:7][C:8]2[C:13]([CH:14]=1)=[CH:12][CH:11]=[C:10]([F:15])[CH:9]=2)=O.[CH3:17][C:18]1[CH:19]=[N:20][C:21]([NH2:24])=[N:22][CH:23]=1. The catalyst class is: 14. Product: [BrH:1].[F:15][C:10]1[CH:9]=[C:8]2[C:13]([CH:14]=[C:5]([C:3]3[N:24]=[C:21]4[N:22]=[CH:23][C:18]([CH3:17])=[CH:19][N:20]4[CH:2]=3)[C:6](=[O:16])[O:7]2)=[CH:12][CH:11]=1.